The task is: Predict the product of the given reaction.. This data is from Forward reaction prediction with 1.9M reactions from USPTO patents (1976-2016). Given the reactants [OH:1][C:2]1[CH:7]=[CH:6][C:5]([CH2:8][CH2:9][C:10]2[N:11]([CH2:26][CH2:27][CH3:28])[C:12](=[O:25])[N:13]([C:15]3[CH:20]=[CH:19][C:18]([C:21]([F:24])([F:23])[F:22])=[CH:17][CH:16]=3)[N:14]=2)=[CH:4][CH:3]=1.C(=O)([O-])[O-].[Cs+].[Cs+].Br[C:36]([CH3:43])([CH3:42])[C:37]([O:39][CH2:40][CH3:41])=[O:38], predict the reaction product. The product is: [CH2:40]([O:39][C:37](=[O:38])[C:36]([CH3:43])([O:1][C:2]1[CH:7]=[CH:6][C:5]([CH2:8][CH2:9][C:10]2[N:11]([CH2:26][CH2:27][CH3:28])[C:12](=[O:25])[N:13]([C:15]3[CH:20]=[CH:19][C:18]([C:21]([F:24])([F:23])[F:22])=[CH:17][CH:16]=3)[N:14]=2)=[CH:4][CH:3]=1)[CH3:42])[CH3:41].